Dataset: Catalyst prediction with 721,799 reactions and 888 catalyst types from USPTO. Task: Predict which catalyst facilitates the given reaction. (1) Reactant: [CH2:1]([O:3][C:4](=[O:24])[C:5](=O)[CH2:6][C:7]([C:9]1[CH:14]=[CH:13][C:12]([O:15][CH2:16][C:17]2[CH:22]=[CH:21][CH:20]=[CH:19][CH:18]=2)=[CH:11][CH:10]=1)=O)[CH3:2].[Cl:25][C:26]1[CH:31]=[C:30]([Cl:32])[CH:29]=[CH:28][C:27]=1[NH:33][NH2:34]. Product: [CH2:1]([O:3][C:4]([C:5]1[CH:6]=[C:7]([C:9]2[CH:14]=[CH:13][C:12]([O:15][CH2:16][C:17]3[CH:22]=[CH:21][CH:20]=[CH:19][CH:18]=3)=[CH:11][CH:10]=2)[N:33]([C:27]2[CH:28]=[CH:29][C:30]([Cl:32])=[CH:31][C:26]=2[Cl:25])[N:34]=1)=[O:24])[CH3:2]. The catalyst class is: 8. (2) Reactant: N1C2C(=NC=CC=2)N([O:10][C:11]2[C:12]3[C:19]([CH3:20])=[C:18]([C:21]([O:23][CH3:24])=[O:22])[S:17][C:13]=3[N:14]=[CH:15][N:16]=2)N=1.[C:25]1(B(O)O)[CH:30]=[CH:29][CH:28]=[CH:27][CH:26]=1.C([O-])([O-])=O.[Cs+].[Cs+]. Product: [CH3:20][C:19]1[C:12]2[C:11]([O:10][C:25]3[CH:30]=[CH:29][CH:28]=[CH:27][CH:26]=3)=[N:16][CH:15]=[N:14][C:13]=2[S:17][C:18]=1[C:21]([O:23][CH3:24])=[O:22]. The catalyst class is: 104. (3) Reactant: COC[O:4][C:5]1[CH:6]=[C:7]([CH2:18][OH:19])[CH:8]=[C:9]([O:11][C:12]2[CH:17]=[CH:16][CH:15]=[CH:14][CH:13]=2)[CH:10]=1.Cl. Product: [OH:19][CH2:18][C:7]1[CH:6]=[C:5]([OH:4])[CH:10]=[C:9]([O:11][C:12]2[CH:17]=[CH:16][CH:15]=[CH:14][CH:13]=2)[CH:8]=1. The catalyst class is: 8. (4) Reactant: [Cl:1][C:2]1[CH:3]=[C:4]([CH:20]=[CH:21][C:22]=1[Cl:23])[CH2:5][C:6]1[C:11](=[O:12])[NH:10][C:9]([CH2:13][C:14]#[N:15])=[N:8][C:7]=1[C:16]([F:19])([F:18])[F:17].C[O-].[Na+].[C:27]([NH:30][NH2:31])(=O)[CH3:28].[H-].[Na+]. Product: [Cl:1][C:2]1[CH:3]=[C:4]([CH:20]=[CH:21][C:22]=1[Cl:23])[CH2:5][C:6]1[C:11](=[O:12])[NH:10][C:9]([CH2:13][C:14]2[NH:31][N:30]=[C:27]([CH3:28])[N:15]=2)=[N:8][C:7]=1[C:16]([F:17])([F:19])[F:18]. The catalyst class is: 24.